Dataset: Peptide-MHC class I binding affinity with 185,985 pairs from IEDB/IMGT. Task: Regression. Given a peptide amino acid sequence and an MHC pseudo amino acid sequence, predict their binding affinity value. This is MHC class I binding data. The peptide sequence is YNAKRIETV. The MHC is HLA-B27:03 with pseudo-sequence HLA-B27:03. The binding affinity (normalized) is 0.0847.